From a dataset of Reaction yield outcomes from USPTO patents with 853,638 reactions. Predict the reaction yield, written as a fraction of the theoretical maximum amount of product (1.0 means a 100% yield; for example, 0.34 means a 34% yield). (1) The reactants are [F:1][C:2]1[C:11]2[CH2:10][N:9]([C@H:12]([CH:16]([CH3:18])[CH3:17])[C:13]([OH:15])=O)[C:8](=[O:19])[C:7]3=[CH:20][NH:21][C:5]([C:6]=23)=[N:4][CH:3]=1.C1C=[C:26]2[N:28]=N[N:30](O)[C:25]2=[CH:24]C=1.O.CCN=C=NCCCN(C)C.Cl.Cl.NC(C)C#N.CN1CCOCC1. The catalyst is CN(C=O)C. The product is [C:26]([CH:25]([NH:30][C:13](=[O:15])[C@H:12]([N:9]1[C:8](=[O:19])[C:7]2=[CH:20][NH:21][C:5]3[C:6]2=[C:11]([C:2]([F:1])=[CH:3][N:4]=3)[CH2:10]1)[CH:16]([CH3:18])[CH3:17])[CH3:24])#[N:28]. The yield is 0.620. (2) The reactants are [CH:1]1([C:4]2[O:8][N:7]=[C:6]([C:9]3[C:14]([Cl:15])=[CH:13][N:12]=[CH:11][C:10]=3[Cl:16])[C:5]=2[CH2:17][O:18][C:19]2[CH:24]=[CH:23][C:22]([C:25]3[CH:26]=[C:27]4[C:32](=[CH:33][CH:34]=3)[N:31]=[C:30]([C:35]([O:37]C)=[O:36])[CH:29]=[CH:28]4)=[CH:21][CH:20]=2)[CH2:3][CH2:2]1.O1CCCC1.[OH-].[Na+].Cl. The catalyst is CO. The product is [CH:1]1([C:4]2[O:8][N:7]=[C:6]([C:9]3[C:10]([Cl:16])=[CH:11][N:12]=[CH:13][C:14]=3[Cl:15])[C:5]=2[CH2:17][O:18][C:19]2[CH:20]=[CH:21][C:22]([C:25]3[CH:26]=[C:27]4[C:32](=[CH:33][CH:34]=3)[N:31]=[C:30]([C:35]([OH:37])=[O:36])[CH:29]=[CH:28]4)=[CH:23][CH:24]=2)[CH2:2][CH2:3]1. The yield is 0.780. (3) The reactants are [CH3:1][C:2]1[CH:3]=[C:4]([NH:13][C:14]2[N:19]=[C:18]([C:20]([F:23])([F:22])[F:21])[CH:17]=[CH:16][N:15]=2)[CH:5]=[C:6]([C:8]2[S:12][CH:11]=[N:10][CH:9]=2)[CH:7]=1.[Li+].CC([N-]C(C)C)C.[O:32]=[C:33]1[CH2:38][CH2:37][N:36]([C:39]([O:41][C:42]([CH3:45])([CH3:44])[CH3:43])=[O:40])[CH2:35][CH2:34]1.[Cl-]. The catalyst is C1COCC1. The product is [C:42]([O:41][C:39]([N:36]1[CH2:37][CH2:38][C:33]([OH:32])([C:11]2[S:12][C:8]([C:6]3[CH:5]=[C:4]([NH:13][C:14]4[N:19]=[C:18]([C:20]([F:21])([F:23])[F:22])[CH:17]=[CH:16][N:15]=4)[CH:3]=[C:2]([CH3:1])[CH:7]=3)=[CH:9][N:10]=2)[CH2:34][CH2:35]1)=[O:40])([CH3:45])([CH3:43])[CH3:44]. The yield is 0.820. (4) The reactants are [CH:1]([C:3]1[CH:10]=[CH:9][C:6]([CH2:7][Cl:8])=[CH:5][CH:4]=1)=[CH2:2].[CH2:11]([N:15]([CH2:20][CH2:21][CH2:22][CH3:23])[CH2:16][CH2:17][CH2:18][CH3:19])[CH2:12][CH2:13][CH3:14]. The catalyst is CC#N. The product is [Cl-:8].[CH2:20]([N+:15]([CH2:11][CH2:12][CH2:13][CH3:14])([CH2:16][CH2:17][CH2:18][CH3:19])[CH2:7][C:6]1[CH:9]=[CH:10][C:3]([CH:1]=[CH2:2])=[CH:4][CH:5]=1)[CH2:21][CH2:22][CH3:23]. The yield is 0.950.